This data is from Forward reaction prediction with 1.9M reactions from USPTO patents (1976-2016). The task is: Predict the product of the given reaction. (1) Given the reactants [C:1]1(B(O)O)[C:10]2[C:5](=[CH:6][CH:7]=[CH:8][CH:9]=2)[CH:4]=[CH:3][CH:2]=1.CCN(CC)CC.[C:21]1(=[O:27])[NH:25][C:24](=[O:26])[CH:23]=[CH:22]1, predict the reaction product. The product is: [C:1]1([CH:23]2[CH2:22][C:21](=[O:27])[NH:25][C:24]2=[O:26])[C:10]2[C:5](=[CH:6][CH:7]=[CH:8][CH:9]=2)[CH:4]=[CH:3][CH:2]=1. (2) Given the reactants [NH3:1].[Cl:2][C:3]1[CH:8]=[CH:7][C:6]([N:9]2[C:14](=[O:15])[CH:13]=[C:12]([C:16]([F:19])([F:18])[F:17])[N:11]([CH3:20])[C:10]2=[O:21])=[CH:5][C:4]=1[S:22](Cl)(=[O:24])=[O:23].C(OCC)(=O)C.Cl, predict the reaction product. The product is: [Cl:2][C:3]1[CH:8]=[CH:7][C:6]([N:9]2[C:14](=[O:15])[CH:13]=[C:12]([C:16]([F:19])([F:18])[F:17])[N:11]([CH3:20])[C:10]2=[O:21])=[CH:5][C:4]=1[S:22]([NH2:1])(=[O:24])=[O:23].